This data is from Full USPTO retrosynthesis dataset with 1.9M reactions from patents (1976-2016). The task is: Predict the reactants needed to synthesize the given product. (1) Given the product [Cl:4][C:5]1[CH:6]=[C:7]([CH:11]2[C:20]3[C:15](=[CH:16][CH:17]=[C:18]([C:21]([C:30]4[N:34]([CH3:35])[CH:33]=[N:32][CH:31]=4)([C:23]4[CH:24]=[CH:25][C:26]([CH3:29])=[CH:27][CH:28]=4)[NH2:22])[CH:19]=3)[N:14]3[N:36]=[N:37][N:38]=[C:13]3[NH:12]2)[CH:8]=[CH:9][CH:10]=1, predict the reactants needed to synthesize it. The reactants are: [B-].[Na+].O.[Cl:4][C:5]1[CH:6]=[C:7]([C:11]2[C:20]3[C:15](=[CH:16][CH:17]=[C:18]([C:21]([C:30]4[N:34]([CH3:35])[CH:33]=[N:32][CH:31]=4)([C:23]4[CH:28]=[CH:27][C:26]([CH3:29])=[CH:25][CH:24]=4)[NH2:22])[CH:19]=3)[N:14]3[N:36]=[N:37][N:38]=[C:13]3[N:12]=2)[CH:8]=[CH:9][CH:10]=1.C(Cl)Cl. (2) Given the product [CH3:15][C:12]1([CH3:16])[CH2:13][O:14][B:9]([C:5]2[CH:4]=[C:3]([CH:8]=[CH:7][CH:6]=2)[CH2:2][N:19]([CH2:20][CH3:21])[CH2:17][CH3:18])[O:10][CH2:11]1, predict the reactants needed to synthesize it. The reactants are: Br[CH2:2][C:3]1[CH:4]=[C:5]([B:9]2[O:14][CH2:13][C:12]([CH3:16])([CH3:15])[CH2:11][O:10]2)[CH:6]=[CH:7][CH:8]=1.[CH2:17]([NH:19][CH2:20][CH3:21])[CH3:18].